This data is from CYP1A2 inhibition data for predicting drug metabolism from PubChem BioAssay. The task is: Regression/Classification. Given a drug SMILES string, predict its absorption, distribution, metabolism, or excretion properties. Task type varies by dataset: regression for continuous measurements (e.g., permeability, clearance, half-life) or binary classification for categorical outcomes (e.g., BBB penetration, CYP inhibition). Dataset: cyp1a2_veith. (1) The molecule is C=CC[C@@H]1C=C[C@H](Oc2ccc(C)cc2)[C@H](COC(=O)NCc2cccc3ccccc23)O1. The result is 0 (non-inhibitor). (2) The molecule is O=c1c(-c2ccccc2)nc2cnc(Oc3ccccc3)nc2n1C1CC1. The result is 1 (inhibitor). (3) The molecule is CCCNC(=O)OC[C@@H]1O[C@H](CCO/N=C2\c3cc(OC)ccc3O[C@H](c3cccc(OC)c3)[C@H]2O)C=C[C@@H]1Oc1ccc(OC)cc1. The result is 0 (non-inhibitor). (4) The compound is O=C(CSc1nc(-c2ccccc2)cs1)N1CCc2ccccc21. The result is 1 (inhibitor). (5) The compound is Clc1ccc2c(c1)N(CCCN1CCCC13CCCCC3)c1ccccc1S2. The result is 0 (non-inhibitor). (6) The result is 1 (inhibitor). The molecule is Cc1cc(N2CCOCC2)ccc1/C=C1\SC(=O)N(C(C)C)C1=O.